This data is from Forward reaction prediction with 1.9M reactions from USPTO patents (1976-2016). The task is: Predict the product of the given reaction. (1) The product is: [CH3:1][CH:2]1[CH2:7][O:6][CH:5]([C:8]([OH:10])=[O:9])[CH2:4][CH2:3]1. Given the reactants [CH3:1][C:2]1[CH2:7][O:6][CH:5]([C:8]([OH:10])=[O:9])[CH2:4][CH:3]=1, predict the reaction product. (2) Given the reactants ClC(Cl)(Cl)[C:3]([C:5]1[N:14]2[C:8]([CH2:9][N:10]([C:19]([C:21]3[CH:26]=[CH:25][C:24]([C:27]4[CH:32]=[CH:31]C=CC=4C)=[C:23]([CH3:34])[CH:22]=3)=[O:20])[C:11]3[CH:18]=[CH:17][CH:16]=[CH:15][C:12]=3[CH2:13]2)=[CH:7][CH:6]=1)=[O:4].[CH3:37][C:38]1[CH:39]=[C:40]([CH:43]=[CH:44][CH:45]=1)[CH2:41][NH2:42], predict the reaction product. The product is: [CH3:34][C:23]1[CH:22]=[C:21]([C:19]([N:10]2[C:11]3[CH:18]=[CH:17][CH:16]=[CH:15][C:12]=3[CH2:13][N:14]3[C:5]([C:3]([NH:42][CH2:41][C:40]4[CH:43]=[CH:44][CH:45]=[C:38]([CH3:37])[CH:39]=4)=[O:4])=[CH:6][CH:7]=[C:8]3[CH2:9]2)=[O:20])[CH:26]=[CH:25][C:24]=1[C:27]1[CH:32]=[CH:31][CH:3]=[CH:5][C:6]=1[CH3:7]. (3) Given the reactants [Br:1][C:2]1[CH:3]=[C:4]([CH:12]=[CH:13][CH:14]=[O:15])[CH:5]=[C:6]([O:10][CH3:11])[C:7]=1[O:8][CH3:9].[OH:16][C:17]1[CH:18]=[CH:19][CH:20]=[C:21]2[C:26]=1[N:25]=[CH:24][CH:23]=[CH:22]2.N1CCOCC1, predict the reaction product. The product is: [Br:1][C:2]1[CH:3]=[C:4]([CH:12]2[C:18]3[C:17](=[C:26]4[N:25]=[CH:24][CH:23]=[CH:22][C:21]4=[CH:20][CH:19]=3)[O:16][CH:14]([OH:15])[CH2:13]2)[CH:5]=[C:6]([O:10][CH3:11])[C:7]=1[O:8][CH3:9]. (4) Given the reactants [CH2:1]1[C:4]2([CH2:7][N:6]([C:8]3[N:13]=[C:12](C(O)=O)[CH:11]=[CH:10][CH:9]=3)[CH2:5]2)[CH2:3][O:2]1.CC[N:19]([CH2:22]C)CC.C1C=CC(P(N=[N+]=[N-])(C2C=CC=CC=2)=[O:31])=CC=1.[CH3:41][C:42]([OH:45])([CH3:44])[CH3:43], predict the reaction product. The product is: [CH2:3]1[C:4]2([CH2:5][N:6]([C:8]3[N:13]=[C:12]([NH:19][C:22](=[O:31])[O:45][C:42]([CH3:44])([CH3:43])[CH3:41])[CH:11]=[CH:10][CH:9]=3)[CH2:7]2)[CH2:1][O:2]1.